From a dataset of Catalyst prediction with 721,799 reactions and 888 catalyst types from USPTO. Predict which catalyst facilitates the given reaction. (1) Reactant: C(OC([C:6]1[N:7]([CH2:13][O:14][CH2:15][CH2:16][Si:17]([CH3:20])([CH3:19])[CH3:18])[CH:8]=[C:9]([C:11]#[N:12])[N:10]=1)=O)C.[OH-].[K+]. Product: [CH3:18][Si:17]([CH3:20])([CH3:19])[CH2:16][CH2:15][O:14][CH2:13][N:7]1[CH:8]=[C:9]([C:11]#[N:12])[N:10]=[CH:6]1. The catalyst class is: 8. (2) Reactant: C(O[C:6](=O)[N:7]([C@@H:9]([CH3:44])[C:10]([NH:12][C@@H:13]([CH:38]1[CH2:43][CH2:42][CH2:41][CH2:40][CH2:39]1)[C:14]([N:16]1[C@H:21]([C:22](=[O:34])[NH:23][C@H:24]2[C:32]3[C:27](=[CH:28][CH:29]=[CH:30][CH:31]=3)[CH2:26][C@@H:25]2[F:33])[CH2:20][N:19]2[CH2:35][CH2:36][CH2:37][C@@H:18]2[CH2:17]1)=[O:15])=[O:11])C)(C)(C)C.C(OCC)(=O)C.[ClH:52]. The catalyst class is: 13. Product: [ClH:52].[ClH:52].[CH:38]1([C@H:13]([NH:12][C:10](=[O:11])[C@H:9]([CH3:44])[NH:7][CH3:6])[C:14]([N:16]2[C@H:21]([C:22]([NH:23][C@H:24]3[C:32]4[C:27](=[CH:28][CH:29]=[CH:30][CH:31]=4)[CH2:26][C@@H:25]3[F:33])=[O:34])[CH2:20][N:19]3[CH2:35][CH2:36][CH2:37][C@@H:18]3[CH2:17]2)=[O:15])[CH2:43][CH2:42][CH2:41][CH2:40][CH2:39]1.